From a dataset of Forward reaction prediction with 1.9M reactions from USPTO patents (1976-2016). Predict the product of the given reaction. (1) Given the reactants C(Cl)(=O)C(Cl)=O.[Cl:7][C:8]1[CH:24]=[C:23]([Cl:25])[CH:22]=[C:21]([Cl:26])[C:9]=1[C:10]([NH:12][C:13]1[S:17][CH:16]=[N:15][C:14]=1[C:18]([OH:20])=[O:19])=O, predict the reaction product. The product is: [Cl:7][C:8]1[CH:24]=[C:23]([Cl:25])[CH:22]=[C:21]([Cl:26])[C:9]=1[C:10]1[O:19][C:18](=[O:20])[CH:14]2[CH:13]([S:17][CH:16]=[N:15]2)[N:12]=1. (2) Given the reactants [Cl:1][C:2]1[CH:3]=[C:4]([CH2:8][C:9]([NH:11][C@H:12]([C:14]([OH:16])=[O:15])[CH3:13])=[O:10])[CH:5]=[CH:6][CH:7]=1.[CH:17]1([CH2:20]O)[CH2:19][CH2:18]1, predict the reaction product. The product is: [CH:17]1([CH2:20][O:15][C:14](=[O:16])[C@H:12]([CH3:13])[NH:11][C:9](=[O:10])[CH2:8][C:4]2[CH:5]=[CH:6][CH:7]=[C:2]([Cl:1])[CH:3]=2)[CH2:19][CH2:18]1. (3) Given the reactants [CH3:1][O:2][C:3](=[O:41])[C:4]1[CH:9]=[C:8]([N:10]2[CH:14]=[C:13]([C:15]3[CH:20]=[CH:19][C:18]([Cl:21])=[CH:17][C:16]=3[Cl:22])[N:12]=[C:11]2[CH2:23][C:24]2[CH:29]=[CH:28][C:27]([C:30]3[CH:35]=[CH:34][C:33]([OH:36])=[CH:32][CH:31]=3)=[CH:26][CH:25]=2)[CH:7]=[CH:6][C:5]=1[C:37]([F:40])([F:39])[F:38].F[C:43]1[CH:48]=[CH:47][C:46]([N+:49]([O-:51])=[O:50])=[CH:45][CH:44]=1, predict the reaction product. The product is: [CH3:1][O:2][C:3](=[O:41])[C:4]1[CH:9]=[C:8]([N:10]2[CH:14]=[C:13]([C:15]3[CH:20]=[CH:19][C:18]([Cl:21])=[CH:17][C:16]=3[Cl:22])[N:12]=[C:11]2[CH2:23][C:24]2[CH:25]=[CH:26][C:27]([C:30]3[CH:35]=[CH:34][C:33]([O:36][C:43]4[CH:48]=[CH:47][C:46]([N+:49]([O-:51])=[O:50])=[CH:45][CH:44]=4)=[CH:32][CH:31]=3)=[CH:28][CH:29]=2)[CH:7]=[CH:6][C:5]=1[C:37]([F:38])([F:39])[F:40]. (4) Given the reactants [Br:1]N1C(=O)CCC1=O.[NH2:9][C:10]1[C:11]2[C:18]([C:19]3[CH:20]=[N:21][C:22]4[C:27]([CH:28]=3)=[CH:26][CH:25]=[CH:24][CH:23]=4)=[CH:17][N:16]([CH2:29][CH2:30][C@@H:31]([NH:34][C:35](=[O:41])[O:36][C:37]([CH3:40])([CH3:39])[CH3:38])[CH:32]=[CH2:33])[C:12]=2[N:13]=[CH:14][N:15]=1.S([O-])([O-])(=O)=S.[Na+].[Na+].C(=O)(O)[O-].[Na+], predict the reaction product. The product is: [NH2:9][C:10]1[C:11]2[C:18]([C:19]3[CH:20]=[N:21][C:22]4[C:27]([CH:28]=3)=[CH:26][CH:25]=[CH:24][CH:23]=4)=[C:17]([Br:1])[N:16]([CH2:29][CH2:30][C@@H:31]([NH:34][C:35](=[O:41])[O:36][C:37]([CH3:40])([CH3:39])[CH3:38])[CH:32]=[CH2:33])[C:12]=2[N:13]=[CH:14][N:15]=1. (5) Given the reactants [CH2:1]([O:3][CH2:4][CH2:5][NH2:6])[CH3:2].C1(CN)CCCCC1.[O:15]=[C:16]1[C:24]2([CH2:28][O:27][C:26]3[CH:29]=[C:30]4[C:34](=[CH:35][C:25]2=3)[CH2:33][CH2:32][O:31]4)[C:23]2[C:18](=[CH:19][CH:20]=[CH:21][CH:22]=2)[N:17]1[CH2:36][C:37]1[CH:45]=[CH:44][C:40]([C:41](O)=[O:42])=[CH:39][CH:38]=1.O=C1C2(COC3C=C4C(=CC2=3)CCO4)C2C(=CC=CC=2)N1CC1C=C(C=CC=1)C(O)=O, predict the reaction product. The product is: [CH2:1]([O:3][CH2:4][CH2:5][NH:6][C:41](=[O:42])[C:40]1[CH:44]=[CH:45][C:37]([CH2:36][N:17]2[C:18]3[C:23](=[CH:22][CH:21]=[CH:20][CH:19]=3)[C:24]3([CH2:28][O:27][C:26]4[CH:29]=[C:30]5[C:34](=[CH:35][C:25]3=4)[CH2:33][CH2:32][O:31]5)[C:16]2=[O:15])=[CH:38][CH:39]=1)[CH3:2]. (6) Given the reactants [N+:1]([C:4]1[CH:9]=[CH:8][CH:7]=[CH:6][C:5]=1[C:10](=[O:12])[CH3:11])([O-:3])=[O:2].[CH:13]([CH:15]1[CH2:20][CH2:19][N:18]([C:21]([O:23][C:24]([CH3:27])([CH3:26])[CH3:25])=[O:22])[CH2:17][CH2:16]1)=O, predict the reaction product. The product is: [N+:1]([C:4]1[CH:9]=[CH:8][CH:7]=[CH:6][C:5]=1[C:10](=[O:12])/[CH:11]=[CH:13]\[CH:15]1[CH2:20][CH2:19][N:18]([C:21]([O:23][C:24]([CH3:25])([CH3:27])[CH3:26])=[O:22])[CH2:17][CH2:16]1)([O-:3])=[O:2]. (7) Given the reactants Cl[C:2]1[C:11]2[C:6](=[CH:7][CH:8]=[C:9]([CH3:12])[CH:10]=2)[N:5]=[CH:4][C:3]=1[C:13]([O:15]CC)=O.[C:18]1([NH:24][NH2:25])[CH:23]=[CH:22][CH:21]=[CH:20][CH:19]=1, predict the reaction product. The product is: [CH3:12][C:9]1[CH:8]=[CH:7][C:6]2[NH:5][CH:4]=[C:3]3[C:13](=[O:15])[N:24]([C:18]4[CH:23]=[CH:22][CH:21]=[CH:20][CH:19]=4)[N:25]=[C:2]3[C:11]=2[CH:10]=1.